Task: Predict the product of the given reaction.. Dataset: Forward reaction prediction with 1.9M reactions from USPTO patents (1976-2016) (1) Given the reactants [F:1][C:2]1[CH:21]=[CH:20][C:5]([C:6]([NH:8][C@H:9]2[C:17]3[C:12](=[CH:13][CH:14]=[C:15](I)[CH:16]=3)[CH2:11][C@@H:10]2[OH:19])=[O:7])=[CH:4][CH:3]=1.[C:22]([N:29]1[CH2:34][CH2:33][NH:32][C:31](=[O:35])[CH2:30]1)([O:24][C:25]([CH3:28])([CH3:27])[CH3:26])=[O:23].C(=O)([O-])[O-].[K+].[K+].CNCCNC, predict the reaction product. The product is: [F:1][C:2]1[CH:21]=[CH:20][C:5]([C:6]([NH:8][C@H:9]2[C:17]3[C:12](=[CH:13][CH:14]=[C:15]([N:32]4[CH2:33][CH2:34][N:29]([C:22]([O:24][C:25]([CH3:27])([CH3:26])[CH3:28])=[O:23])[CH2:30][C:31]4=[O:35])[CH:16]=3)[CH2:11][C@@H:10]2[OH:19])=[O:7])=[CH:4][CH:3]=1. (2) Given the reactants [S:1]1[CH:5]=[CH:4][C:3]2[CH:6]=[C:7]([CH2:10][S:11]([N:14]([CH2:26][CH2:27][O:28][CH2:29][CH2:30][O:31][CH3:32])[C@H:15]([C:20]3[CH:25]=[CH:24][CH:23]=[CH:22][CH:21]=3)[C:16]([NH:18][OH:19])=[O:17])(=[O:13])=[O:12])[CH:8]=[CH:9][C:2]1=2.S1C=CC2C=C(CS(N(CCOCCOC)[C@H](C3C=CC=CC=3)C(O)=O)(=O)=O)C=CC1=2.C1C=NC2N(O)N=NC=2C=1.Cl.NO.CN1CCOCC1, predict the reaction product. The product is: [S:1]1[CH:5]=[CH:4][C:3]2[CH:6]=[C:7]([CH2:10][S:11]([N:14]([CH2:26][CH2:27][O:28][CH2:29][CH2:30][O:31][CH3:32])[C@H:15]([C:20]3[CH:21]=[CH:22][CH:23]=[CH:24][CH:25]=3)[C:16]([NH:18][OH:19])=[O:17])(=[O:13])=[O:12])[CH:8]=[CH:9][C:2]1=2. (3) Given the reactants [CH3:1][N:2]([C:9]1[CH:14]=[CH:13][CH:12]=[C:11]([C:15]2[CH2:19][C:18]([C:24]3[CH:29]=[C:28]([Cl:30])[CH:27]=[C:26]([Cl:31])[CH:25]=3)([C:20]([F:23])([F:22])[F:21])[O:17][N:16]=2)[CH:10]=1)C(=O)C(F)(F)F.C(=O)([O-])[O-].[Na+].[Na+].O.C(OCC)(=O)C, predict the reaction product. The product is: [CH3:1][NH:2][C:9]1[CH:14]=[CH:13][CH:12]=[C:11]([C:15]2[CH2:19][C:18]([C:24]3[CH:25]=[C:26]([Cl:31])[CH:27]=[C:28]([Cl:30])[CH:29]=3)([C:20]([F:23])([F:21])[F:22])[O:17][N:16]=2)[CH:10]=1. (4) Given the reactants [Cl:1][C:2]1[CH:7]=[C:6]([C:8]2[C:17]3[C:12](=[CH:13][C:14]([S:18]([O:21]C4C(F)=C(F)C(F)=C(F)C=4F)(=O)=[O:19])=[CH:15][CH:16]=3)[N:11]=[CH:10][N:9]=2)[C:5]([O:33][CH3:34])=[CH:4][C:3]=1[C:35]1[CH:40]=[CH:39][CH:38]=[C:37]([F:41])[CH:36]=1.[S:42]1[CH:46]=[CH:45][C:44]([NH2:47])=[N:43]1.C1COCC1.C[Si]([N-][Si](C)(C)C)(C)C.[Li+], predict the reaction product. The product is: [Cl:1][C:2]1[CH:7]=[C:6]([C:8]2[C:17]3[C:12](=[CH:13][C:14]([S:18]([NH:47][C:44]4[CH:45]=[CH:46][S:42][N:43]=4)(=[O:21])=[O:19])=[CH:15][CH:16]=3)[N:11]=[CH:10][N:9]=2)[C:5]([O:33][CH3:34])=[CH:4][C:3]=1[C:35]1[CH:40]=[CH:39][CH:38]=[C:37]([F:41])[CH:36]=1. (5) The product is: [CH3:27][C:21]1[CH:26]=[CH:25][C:24]([CH:18]([C:8]2[CH:13]=[CH:12][C:11]([CH3:14])=[CH:10][CH:9]=2)[C:17](=[O:19])[CH:16]([CH3:20])[CH3:15])=[CH:23][CH:22]=1. Given the reactants CC([O-])(C)C.[Na+].Cl[C:8]1[CH:13]=[CH:12][C:11]([CH3:14])=[CH:10][CH:9]=1.[CH3:15][CH:16]([CH3:20])[C:17](=[O:19])[CH3:18].[C:21]1([CH3:27])[CH:26]=[CH:25][CH:24]=[CH:23][CH:22]=1, predict the reaction product.